Dataset: NCI-60 drug combinations with 297,098 pairs across 59 cell lines. Task: Regression. Given two drug SMILES strings and cell line genomic features, predict the synergy score measuring deviation from expected non-interaction effect. (1) Drug 1: COC1=CC(=CC(=C1O)OC)C2C3C(COC3=O)C(C4=CC5=C(C=C24)OCO5)OC6C(C(C7C(O6)COC(O7)C8=CC=CS8)O)O. Synergy scores: CSS=19.4, Synergy_ZIP=-2.74, Synergy_Bliss=2.25, Synergy_Loewe=-20.3, Synergy_HSA=4.57. Cell line: UACC-257. Drug 2: C1=CC(=CC=C1CCCC(=O)O)N(CCCl)CCCl. (2) Drug 1: CC1=CC=C(C=C1)C2=CC(=NN2C3=CC=C(C=C3)S(=O)(=O)N)C(F)(F)F. Drug 2: CN(C(=O)NC(C=O)C(C(C(CO)O)O)O)N=O. Cell line: A549. Synergy scores: CSS=-4.46, Synergy_ZIP=2.93, Synergy_Bliss=1.55, Synergy_Loewe=-1.91, Synergy_HSA=-2.39. (3) Drug 1: CC1C(C(=O)NC(C(=O)N2CCCC2C(=O)N(CC(=O)N(C(C(=O)O1)C(C)C)C)C)C(C)C)NC(=O)C3=C4C(=C(C=C3)C)OC5=C(C(=O)C(=C(C5=N4)C(=O)NC6C(OC(=O)C(N(C(=O)CN(C(=O)C7CCCN7C(=O)C(NC6=O)C(C)C)C)C)C(C)C)C)N)C. Drug 2: C1=NC(=NC(=O)N1C2C(C(C(O2)CO)O)O)N. Cell line: A549. Synergy scores: CSS=4.77, Synergy_ZIP=-0.0270, Synergy_Bliss=-0.439, Synergy_Loewe=-2.67, Synergy_HSA=-2.66. (4) Drug 1: CC1=CC=C(C=C1)C2=CC(=NN2C3=CC=C(C=C3)S(=O)(=O)N)C(F)(F)F. Drug 2: CNC(=O)C1=NC=CC(=C1)OC2=CC=C(C=C2)NC(=O)NC3=CC(=C(C=C3)Cl)C(F)(F)F. Cell line: CAKI-1. Synergy scores: CSS=4.88, Synergy_ZIP=-3.62, Synergy_Bliss=-10.5, Synergy_Loewe=-15.5, Synergy_HSA=-7.98. (5) Synergy scores: CSS=31.0, Synergy_ZIP=-3.66, Synergy_Bliss=-5.82, Synergy_Loewe=-19.4, Synergy_HSA=-6.78. Cell line: T-47D. Drug 2: CCC1(CC2CC(C3=C(CCN(C2)C1)C4=CC=CC=C4N3)(C5=C(C=C6C(=C5)C78CCN9C7C(C=CC9)(C(C(C8N6C=O)(C(=O)OC)O)OC(=O)C)CC)OC)C(=O)OC)O.OS(=O)(=O)O. Drug 1: CN(CC1=CN=C2C(=N1)C(=NC(=N2)N)N)C3=CC=C(C=C3)C(=O)NC(CCC(=O)O)C(=O)O. (6) Drug 1: CC12CCC(CC1=CCC3C2CCC4(C3CC=C4C5=CN=CC=C5)C)O. Drug 2: CN(CCCl)CCCl.Cl. Cell line: SK-OV-3. Synergy scores: CSS=0.452, Synergy_ZIP=0.653, Synergy_Bliss=-0.0323, Synergy_Loewe=-1.63, Synergy_HSA=-1.43. (7) Drug 1: CC(C)(C#N)C1=CC(=CC(=C1)CN2C=NC=N2)C(C)(C)C#N. Drug 2: C1C(C(OC1N2C=NC3=C2NC=NCC3O)CO)O. Cell line: SF-539. Synergy scores: CSS=0.983, Synergy_ZIP=6.22, Synergy_Bliss=10.4, Synergy_Loewe=3.77, Synergy_HSA=2.65. (8) Drug 1: CC1=C(C=C(C=C1)NC2=NC=CC(=N2)N(C)C3=CC4=NN(C(=C4C=C3)C)C)S(=O)(=O)N.Cl. Drug 2: C1=CC(=C2C(=C1NCCNCCO)C(=O)C3=C(C=CC(=C3C2=O)O)O)NCCNCCO. Cell line: CCRF-CEM. Synergy scores: CSS=33.2, Synergy_ZIP=5.09, Synergy_Bliss=2.10, Synergy_Loewe=-34.0, Synergy_HSA=2.41.